This data is from Full USPTO retrosynthesis dataset with 1.9M reactions from patents (1976-2016). The task is: Predict the reactants needed to synthesize the given product. (1) The reactants are: Br[C:2]1[CH:6]=[CH:5][S:4][C:3]=1[C:7]([N:9]([C:17]1[CH:22]=[CH:21][C:20]([O:23][Si:24]([C:27]([CH3:30])([CH3:29])[CH3:28])([CH3:26])[CH3:25])=[CH:19][CH:18]=1)C(=O)OC(C)(C)C)=[O:8]. Given the product [Si:24]([O:23][C:20]1[CH:19]=[CH:18][C:17]2[NH:9][C:7](=[O:8])[C:3]3[S:4][CH:5]=[CH:6][C:2]=3[C:22]=2[CH:21]=1)([C:27]([CH3:29])([CH3:30])[CH3:28])([CH3:26])[CH3:25], predict the reactants needed to synthesize it. (2) Given the product [F:23][C:19]1[CH:18]=[C:17]2[C:22](=[CH:21][CH:20]=1)[N:14]([CH:11]1[CH2:10][CH2:9][NH:8][CH2:13][CH2:12]1)[C:15](=[O:26])[C:16]2([CH3:25])[CH3:24], predict the reactants needed to synthesize it. The reactants are: C([N:8]1[CH2:13][CH2:12][CH:11]([N:14]2[C:22]3[C:17](=[CH:18][C:19]([F:23])=[CH:20][CH:21]=3)[C:16]([CH3:25])([CH3:24])[C:15]2=[O:26])[CH2:10][CH2:9]1)C1C=CC=CC=1.C(O)=O. (3) Given the product [F:17][C:8]([F:7])([F:16])[CH2:9][CH2:10][CH2:11][S:12]([CH2:13][C:14]#[N:15])(=[O:1])=[O:24], predict the reactants needed to synthesize it. The reactants are: [OH:1]S([O-])(=O)=O.[K+].[F:7][C:8]([F:17])([F:16])[CH2:9][CH2:10][CH2:11][S:12][CH2:13][C:14]#[N:15].S([O-])([O-])=O.[Na+].[Na+].[OH2:24]. (4) Given the product [OH:1][C:2]1[CH:11]=[C:10]2[C:5]([C:6](=[O:25])[C:7]([C:16]3[CH:24]=[CH:23][C:19]([C:20]([NH:42][S:39]([CH3:38])(=[O:41])=[O:40])=[O:21])=[CH:18][CH:17]=3)=[C:8]([C:12]([F:15])([F:14])[F:13])[O:9]2)=[CH:4][CH:3]=1, predict the reactants needed to synthesize it. The reactants are: [OH:1][C:2]1[CH:11]=[C:10]2[C:5]([C:6](=[O:25])[C:7]([C:16]3[CH:24]=[CH:23][C:19]([C:20](O)=[O:21])=[CH:18][CH:17]=3)=[C:8]([C:12]([F:15])([F:14])[F:13])[O:9]2)=[CH:4][CH:3]=1.C1N=CN(C(N2C=NC=C2)=O)C=1.[CH3:38][S:39]([NH2:42])(=[O:41])=[O:40].C1CCN2C(=NCCC2)CC1.